Task: Predict the reactants needed to synthesize the given product.. Dataset: Full USPTO retrosynthesis dataset with 1.9M reactions from patents (1976-2016) (1) Given the product [F:1][C:2]1[CH:3]=[C:4]2[C:8](=[CH:9][CH:10]=1)[N:7]([CH2:11][C:12]([O:14][CH3:15])=[O:13])[C:6]([CH3:16])=[C:5]2[CH2:17][C:18]1[CH:23]=[CH:22][C:21](=[O:24])[NH:20][CH:19]=1, predict the reactants needed to synthesize it. The reactants are: [F:1][C:2]1[CH:3]=[C:4]2[C:8](=[CH:9][CH:10]=1)[N:7]([CH2:11][C:12]([O:14][CH3:15])=[O:13])[C:6]([CH3:16])=[C:5]2[CH2:17][C:18]1[CH:19]=[N:20][C:21]([O:24]C)=[CH:22][CH:23]=1.O=C1NC=C(C=O)C=C1.C([SiH](CC)CC)C.FC(F)(F)C(O)=O. (2) Given the product [CH3:6][O:7][C:8]1[CH:9]=[CH:10][C:11]2[CH:15]=[C:14]([CH3:1])[S:13][C:12]=2[CH:16]=1, predict the reactants needed to synthesize it. The reactants are: [CH2:1]([Li])CCC.[CH3:6][O:7][C:8]1[CH:9]=[CH:10][C:11]2[CH:15]=[CH:14][S:13][C:12]=2[CH:16]=1.CI.